Task: Predict hERG channel inhibition at various concentrations.. Dataset: hERG Central: cardiac toxicity at 1µM, 10µM, and general inhibition The molecule is CC(C)C[C@@H](CSc1ccc(Br)cc1)N1CCN(CCc2ccccc2)CCC1=O. Results: hERG_inhib (hERG inhibition (general)): blocker.